This data is from Forward reaction prediction with 1.9M reactions from USPTO patents (1976-2016). The task is: Predict the product of the given reaction. Given the reactants [C:1]1([CH3:9])[CH:6]=[CH:5][C:4]([NH:7]N)=[CH:3][CH:2]=1.Cl.[CH2:11]([C:14]1([CH3:22])[C:19](=O)[CH2:18][CH2:17][N:16]([CH3:21])[CH2:15]1)[CH:12]=[CH2:13].OS(O)(=O)=O, predict the reaction product. The product is: [CH2:11]([C:14]1([CH3:22])[C:19]2[NH:7][C:4]3[CH:3]=[CH:2][C:1]([CH3:9])=[CH:6][C:5]=3[C:18]=2[CH2:17][N:16]([CH3:21])[CH2:15]1)[CH:12]=[CH2:13].